This data is from NCI-60 drug combinations with 297,098 pairs across 59 cell lines. The task is: Regression. Given two drug SMILES strings and cell line genomic features, predict the synergy score measuring deviation from expected non-interaction effect. (1) Drug 1: CN(C(=O)NC(C=O)C(C(C(CO)O)O)O)N=O. Drug 2: C(CCl)NC(=O)N(CCCl)N=O. Cell line: CCRF-CEM. Synergy scores: CSS=71.9, Synergy_ZIP=0.108, Synergy_Bliss=-1.01, Synergy_Loewe=-9.29, Synergy_HSA=-0.235. (2) Drug 1: CC1OCC2C(O1)C(C(C(O2)OC3C4COC(=O)C4C(C5=CC6=C(C=C35)OCO6)C7=CC(=C(C(=C7)OC)O)OC)O)O. Drug 2: CCCCCOC(=O)NC1=NC(=O)N(C=C1F)C2C(C(C(O2)C)O)O. Cell line: CCRF-CEM. Synergy scores: CSS=42.0, Synergy_ZIP=-0.818, Synergy_Bliss=-2.09, Synergy_Loewe=-40.6, Synergy_HSA=-0.959. (3) Drug 1: CN(CC1=CN=C2C(=N1)C(=NC(=N2)N)N)C3=CC=C(C=C3)C(=O)NC(CCC(=O)O)C(=O)O. Drug 2: CN(C(=O)NC(C=O)C(C(C(CO)O)O)O)N=O. Cell line: UACC62. Synergy scores: CSS=26.1, Synergy_ZIP=-1.91, Synergy_Bliss=-1.86, Synergy_Loewe=-16.1, Synergy_HSA=-1.05. (4) Drug 1: C1=CC(=CC=C1C#N)C(C2=CC=C(C=C2)C#N)N3C=NC=N3. Drug 2: CCC1=C2CN3C(=CC4=C(C3=O)COC(=O)C4(CC)O)C2=NC5=C1C=C(C=C5)O. Cell line: KM12. Synergy scores: CSS=15.8, Synergy_ZIP=-2.77, Synergy_Bliss=0.424, Synergy_Loewe=-31.5, Synergy_HSA=-6.12. (5) Drug 1: COC1=CC(=CC(=C1O)OC)C2C3C(COC3=O)C(C4=CC5=C(C=C24)OCO5)OC6C(C(C7C(O6)COC(O7)C8=CC=CS8)O)O. Drug 2: CNC(=O)C1=NC=CC(=C1)OC2=CC=C(C=C2)NC(=O)NC3=CC(=C(C=C3)Cl)C(F)(F)F. Cell line: NCIH23. Synergy scores: CSS=61.2, Synergy_ZIP=-0.0150, Synergy_Bliss=0.991, Synergy_Loewe=-12.3, Synergy_HSA=3.72. (6) Drug 1: CN(C(=O)NC(C=O)C(C(C(CO)O)O)O)N=O. Drug 2: N.N.Cl[Pt+2]Cl. Cell line: COLO 205. Synergy scores: CSS=18.5, Synergy_ZIP=-5.69, Synergy_Bliss=3.54, Synergy_Loewe=-2.44, Synergy_HSA=4.64. (7) Drug 1: COC1=C(C=C2C(=C1)N=CN=C2NC3=CC(=C(C=C3)F)Cl)OCCCN4CCOCC4. Drug 2: C1=CC(=CC=C1CCCC(=O)O)N(CCCl)CCCl. Cell line: MCF7. Synergy scores: CSS=26.8, Synergy_ZIP=-8.42, Synergy_Bliss=-4.37, Synergy_Loewe=-1.29, Synergy_HSA=-0.300. (8) Drug 1: C(CC(=O)O)C(=O)CN.Cl. Drug 2: CC12CCC3C(C1CCC2OP(=O)(O)O)CCC4=C3C=CC(=C4)OC(=O)N(CCCl)CCCl.[Na+]. Cell line: SK-OV-3. Synergy scores: CSS=8.85, Synergy_ZIP=-2.86, Synergy_Bliss=-1.47, Synergy_Loewe=-4.71, Synergy_HSA=-4.38. (9) Drug 1: C1=CC(=CC=C1CCCC(=O)O)N(CCCl)CCCl. Drug 2: C1CCC(C(C1)N)N.C(=O)(C(=O)[O-])[O-].[Pt+4]. Cell line: HT29. Synergy scores: CSS=31.6, Synergy_ZIP=-3.58, Synergy_Bliss=-0.623, Synergy_Loewe=-6.74, Synergy_HSA=2.19. (10) Drug 1: CNC(=O)C1=NC=CC(=C1)OC2=CC=C(C=C2)NC(=O)NC3=CC(=C(C=C3)Cl)C(F)(F)F. Drug 2: COCCOC1=C(C=C2C(=C1)C(=NC=N2)NC3=CC=CC(=C3)C#C)OCCOC.Cl. Cell line: MDA-MB-435. Synergy scores: CSS=4.57, Synergy_ZIP=0.983, Synergy_Bliss=6.92, Synergy_Loewe=3.75, Synergy_HSA=4.09.